From a dataset of Forward reaction prediction with 1.9M reactions from USPTO patents (1976-2016). Predict the product of the given reaction. (1) Given the reactants [Cl:1][C:2]1[N:7]=[C:6]([NH:8][CH:9]([CH2:16][C:17]([O:19][CH2:20][CH3:21])=[O:18])[CH2:10][C:11]([O:13][CH2:14][CH3:15])=[O:12])[C:5]([N+:22]([O-])=O)=[CH:4][CH:3]=1.CC(O)C.C(O)(=O)C, predict the reaction product. The product is: [NH2:22][C:5]1[C:6]([NH:8][CH:9]([CH2:10][C:11]([O:13][CH2:14][CH3:15])=[O:12])[CH2:16][C:17]([O:19][CH2:20][CH3:21])=[O:18])=[N:7][C:2]([Cl:1])=[CH:3][CH:4]=1. (2) Given the reactants [F:1][C:2]([F:24])([F:23])[CH2:3][O:4][C:5]1[CH:10]=[CH:9][C:8]([N:11]2[C:16](=[O:17])[C:15]3[CH2:18][C:19](=[O:21])[NH:20][C:14]=3[NH:13][C:12]2=[S:22])=[CH:7][CH:6]=1.Cl[CH2:26][C:27]1([CH3:31])[CH2:30][O:29][CH2:28]1.C(=O)([O-])O.[Na+].C(O)(=O)CC(CC(O)=O)(C(O)=O)O, predict the reaction product. The product is: [CH3:26][C:27]1([CH2:31][S:22][C:12]2[N:11]([C:8]3[CH:9]=[CH:10][C:5]([O:4][CH2:3][C:2]([F:1])([F:23])[F:24])=[CH:6][CH:7]=3)[C:16](=[O:17])[C:15]3[CH2:18][C:19](=[O:21])[NH:20][C:14]=3[N:13]=2)[CH2:30][O:29][CH2:28]1. (3) Given the reactants [NH2:1][C:2]1[C:10]2[N:9]=[C:8]([CH2:11][O:12][CH3:13])[N:7]([CH3:14])[C:6]=2[CH:5]=[C:4]([Br:15])[CH:3]=1.[CH2:16]([C:18]1[CH:25]=[CH:24][CH:23]=[C:22]([CH3:26])[C:19]=1[CH2:20]Cl)[CH3:17].C(=O)([O-])[O-].[K+].[K+].[I-].[K+], predict the reaction product. The product is: [Br:15][C:4]1[CH:3]=[C:2]([NH:1][CH2:20][C:19]2[C:22]([CH3:26])=[CH:23][CH:24]=[CH:25][C:18]=2[CH2:16][CH3:17])[C:10]2[N:9]=[C:8]([CH2:11][O:12][CH3:13])[N:7]([CH3:14])[C:6]=2[CH:5]=1. (4) Given the reactants Cl[C:2]1[N:7]=[C:6]([NH:8][C:9]2[CH:14]=[CH:13][C:12]([Cl:15])=[CH:11][CH:10]=2)[N:5]=[C:4]([NH2:16])[CH:3]=1.[Cl:17][C:18]1[CH:19]=[CH:20][C:21]([O:27][CH3:28])=[C:22](B(O)O)[CH:23]=1.C1(P(C2CCCCC2)C2C=CC=CC=2C2C=CC=CC=2)CCCCC1.P([O-])([O-])([O-])=O.[K+].[K+].[K+], predict the reaction product. The product is: [Cl:17][C:18]1[CH:23]=[CH:22][C:21]([O:27][CH3:28])=[C:20]([C:2]2[N:7]=[C:6]([NH:8][C:9]3[CH:14]=[CH:13][C:12]([Cl:15])=[CH:11][CH:10]=3)[N:5]=[C:4]([NH2:16])[CH:3]=2)[CH:19]=1. (5) Given the reactants [OH:1][CH:2]1[O:10][C@H:9]([CH2:11][OH:12])[C@@H:7](O)[C@H:5]([OH:6])[C@@H:3]1O.[C:13]([O:16][C:17](=[O:19])[CH3:18])(=[O:15])[CH3:14], predict the reaction product. The product is: [C:13]([O:16][CH:17]1[O:19][C@H:7]([CH2:5][O:6][C:11](=[O:12])[CH3:9])[C@@H:9]([O:10][C:2](=[O:1])[CH3:3])[C@H:11]([O:12][C:5](=[O:6])[CH3:7])[C@@H:18]1[O:10][C:2](=[O:1])[CH3:3])(=[O:15])[CH3:14]. (6) Given the reactants C[O:2][C:3]([C:5]1[S:6][C:7]([C:11]2[CH:16]=[CH:15][C:14]([O:17][CH2:18][C:19]3[C:20]([C:27]4[CH:32]=[CH:31][CH:30]=[CH:29][C:28]=4[O:33][C:34]([F:37])([F:36])[F:35])=[N:21][O:22][C:23]=3[CH:24]([CH3:26])[CH3:25])=[CH:13][C:12]=2[CH3:38])=[C:8]([CH3:10])[CH:9]=1)=O.O.[NH2:40][NH2:41], predict the reaction product. The product is: [CH:24]([C:23]1[O:22][N:21]=[C:20]([C:27]2[CH:32]=[CH:31][CH:30]=[CH:29][C:28]=2[O:33][C:34]([F:37])([F:36])[F:35])[C:19]=1[CH2:18][O:17][C:14]1[CH:15]=[CH:16][C:11]([C:7]2[S:6][C:5]([C:3]([NH:40][NH2:41])=[O:2])=[CH:9][C:8]=2[CH3:10])=[C:12]([CH3:38])[CH:13]=1)([CH3:26])[CH3:25]. (7) Given the reactants [F-].C([N+](CCCC)(CCCC)CCCC)CCC.C(O)(=O)C.[Si]([O:30][C:31]1[CH:32]=[CH:33][C:34]([O:52][C:53](=[O:61])[CH2:54][CH2:55][CH2:56][O:57][N+:58]([O-:60])=[O:59])=[C:35]([CH:51]=1)[C:36]([O:38][C:39]1[CH:44]=[CH:43][C:42]([C:45]2[S:49][S:48][C:47](=[S:50])[CH:46]=2)=[CH:41][CH:40]=1)=[O:37])(C(C)(C)C)(C)C, predict the reaction product. The product is: [OH:30][C:31]1[CH:32]=[CH:33][C:34]([O:52][C:53](=[O:61])[CH2:54][CH2:55][CH2:56][O:57][N+:58]([O-:60])=[O:59])=[C:35]([CH:51]=1)[C:36]([O:38][C:39]1[CH:40]=[CH:41][C:42]([C:45]2[S:49][S:48][C:47](=[S:50])[CH:46]=2)=[CH:43][CH:44]=1)=[O:37].